Dataset: Catalyst prediction with 721,799 reactions and 888 catalyst types from USPTO. Task: Predict which catalyst facilitates the given reaction. Reactant: [C:1]([NH:18][C@H:19]([C:23]([OH:25])=[O:24])[CH2:20][CH2:21][CH3:22])([O:3][CH2:4][CH:5]1[C:17]2[C:12](=[CH:13][CH:14]=[CH:15][CH:16]=2)[C:11]2[C:6]1=[CH:7][CH:8]=[CH:9][CH:10]=2)=[O:2].S(Cl)(Cl)=O.[CH3:30]O. Product: [NH:18]([C:1]([O:3][CH2:4][CH:5]1[C:6]2[C:11](=[CH:10][CH:9]=[CH:8][CH:7]=2)[C:12]2[C:17]1=[CH:16][CH:15]=[CH:14][CH:13]=2)=[O:2])[C@H:19]([C:23]([O:25][CH3:30])=[O:24])[CH2:20][CH2:21][CH3:22]. The catalyst class is: 413.